Dataset: Forward reaction prediction with 1.9M reactions from USPTO patents (1976-2016). Task: Predict the product of the given reaction. Given the reactants [Cl:1][C:2]1[N:7]=[CH:6][C:5]([CH2:8][OH:9])=[CH:4][CH:3]=1.[H-].[Na+].Br[CH2:13][C:14]1[CH:19]=[CH:18][C:17]([C:20]2[C:21]([C:26]#[N:27])=[CH:22][CH:23]=[CH:24][CH:25]=2)=[CH:16][CH:15]=1.[Cl-].[NH4+], predict the reaction product. The product is: [Cl:1][C:2]1[N:7]=[CH:6][C:5]([CH2:8][O:9][CH2:13][C:14]2[CH:15]=[CH:16][C:17]([C:20]3[C:21]([C:26]#[N:27])=[CH:22][CH:23]=[CH:24][CH:25]=3)=[CH:18][CH:19]=2)=[CH:4][CH:3]=1.